Dataset: Blood-brain barrier permeability classification from the B3DB database. Task: Regression/Classification. Given a drug SMILES string, predict its absorption, distribution, metabolism, or excretion properties. Task type varies by dataset: regression for continuous measurements (e.g., permeability, clearance, half-life) or binary classification for categorical outcomes (e.g., BBB penetration, CYP inhibition). Dataset: b3db_classification. The molecule is COC[C@@H]1CN=C(c2ccccc2Cl)c2cc(Br)ccc2N1C. The result is 1 (penetrates BBB).